This data is from Reaction yield outcomes from USPTO patents with 853,638 reactions. The task is: Predict the reaction yield, written as a fraction of the theoretical maximum amount of product (1.0 means a 100% yield; for example, 0.34 means a 34% yield). (1) The reactants are [Br:1][C:2]1[CH:3]=[CH:4][C:5]2[O:9][CH:8]=[C:7]([C:10]([O:12][CH2:13][CH3:14])=[O:11])[C:6]=2[CH:15]=1.[N+:16]([O-])([OH:18])=[O:17]. The catalyst is C(Cl)(Cl)Cl. The product is [Br:1][C:2]1[C:3]([N+:16]([O-:18])=[O:17])=[CH:4][C:5]2[O:9][CH:8]=[C:7]([C:10]([O:12][CH2:13][CH3:14])=[O:11])[C:6]=2[CH:15]=1. The yield is 0.850. (2) The yield is 0.800. The product is [Br:12][C:13]1[CH:18]=[CH:17][C:16]([S:19]([O:10][CH2:9][CH2:8][O:7][CH:1]2[CH2:6][CH2:5][CH2:4][CH2:3][CH2:2]2)(=[O:21])=[O:20])=[CH:15][CH:14]=1. The catalyst is ClCCl. The reactants are [CH:1]1([O:7][CH:8](C)[CH2:9][OH:10])[CH2:6][CH2:5][CH2:4][CH2:3][CH2:2]1.[Br:12][C:13]1[CH:18]=[CH:17][C:16]([S:19](Cl)(=[O:21])=[O:20])=[CH:15][CH:14]=1. (3) The reactants are [Br:1][C:2]1[CH:18]=[CH:17][C:5]2[C:6]3[N:7]=[C:8]([C:14]([OH:16])=O)[S:9][C:10]=3[CH2:11][CH2:12][O:13][C:4]=2[CH:3]=1.[C:19]([O:23][C:24]([NH:26][NH:27][CH:28]([CH3:30])[CH3:29])=[O:25])([CH3:22])([CH3:21])[CH3:20].CCN(C(C)C)C(C)C.CN(C(ON1N=NC2C=CC=NC1=2)=[N+](C)C)C.F[P-](F)(F)(F)(F)F. The catalyst is CN(C=O)C. The product is [C:19]([O:23][C:24]([NH:26][N:27]([C:14]([C:8]1[S:9][C:10]2[CH2:11][CH2:12][O:13][C:4]3[CH:3]=[C:2]([Br:1])[CH:18]=[CH:17][C:5]=3[C:6]=2[N:7]=1)=[O:16])[CH:28]([CH3:30])[CH3:29])=[O:25])([CH3:22])([CH3:21])[CH3:20]. The yield is 0.800. (4) The yield is 0.980. The product is [Br:1][C:2]1[CH:3]=[CH:4][C:5]([C:8]2[C:12]([C:13]#[N:14])=[C:11]([CH2:15][CH3:16])[N:10]([CH3:25])[C:9]=2[C:17]([O:19][CH2:20][CH3:21])=[O:18])=[CH:6][CH:7]=1. The reactants are [Br:1][C:2]1[CH:7]=[CH:6][C:5]([C:8]2[C:12]([C:13]#[N:14])=[C:11]([CH2:15][CH3:16])[NH:10][C:9]=2[C:17]([O:19][CH2:20][CH3:21])=[O:18])=[CH:4][CH:3]=1.O.IC.[C:25](=O)([O-])[O-].[K+].[K+]. The catalyst is CC(C)=O. (5) The reactants are [NH:1]1[C:5]2[CH:6]=[CH:7][CH:8]=[CH:9][C:4]=2[N:3]=[C:2]1[C:10]1[CH:17]=[CH:16][C:13]([C:14]#[N:15])=[CH:12][CH:11]=1.Cl.[NH2:19][OH:20].[OH-].[Na+].Cl. The catalyst is C(O)C.O. The product is [NH:1]1[C:5]2[CH:6]=[CH:7][CH:8]=[CH:9][C:4]=2[N:3]=[C:2]1[C:10]1[CH:17]=[CH:16][C:13](/[C:14](=[N:19]/[OH:20])/[NH2:15])=[CH:12][CH:11]=1. The yield is 0.742. (6) The reactants are [NH2:1][C:2]1[C:10]2[C:9]([C:11]3[CH:16]=[CH:15][C:14]([Cl:17])=[C:13]([Cl:18])[CH:12]=3)=[N:8][C:7](S(C)=O)=[N:6][C:5]=2[S:4][C:3]=1[C:22]([NH2:24])=[O:23].[CH3:25][O:26][CH2:27][CH2:28][NH2:29]. The product is [NH2:1][C:2]1[C:10]2[C:9]([C:11]3[CH:16]=[CH:15][C:14]([Cl:17])=[C:13]([Cl:18])[CH:12]=3)=[N:8][C:7]([NH:29][CH2:28][CH2:27][O:26][CH3:25])=[N:6][C:5]=2[S:4][C:3]=1[C:22]([NH2:24])=[O:23]. The catalyst is C1COCC1. The yield is 0.300. (7) The reactants are [CH:1]1([N:6]2[CH2:11][CH2:10][N:9]([C:12]3[CH:17]=[CH:16][C:15](I)=[CH:14][CH:13]=3)[CH2:8][CH2:7]2)[CH2:5][CH2:4][CH2:3][CH2:2]1.[B:19]1([B:19]2[O:23][C:22]([CH3:25])([CH3:24])[C:21]([CH3:27])([CH3:26])[O:20]2)[O:23][C:22]([CH3:25])([CH3:24])[C:21]([CH3:27])([CH3:26])[O:20]1.CC([O-])=O.[K+]. The catalyst is C1C=CC(P(C2C=CC=CC=2)[C-]2C=CC=C2)=CC=1.C1C=CC(P(C2C=CC=CC=2)[C-]2C=CC=C2)=CC=1.Cl[Pd]Cl.[Fe+2].C(Cl)Cl.CS(C)=O. The product is [CH:1]1([N:6]2[CH2:11][CH2:10][N:9]([C:12]3[CH:17]=[CH:16][C:15]([B:19]4[O:23][C:22]([CH3:25])([CH3:24])[C:21]([CH3:27])([CH3:26])[O:20]4)=[CH:14][CH:13]=3)[CH2:8][CH2:7]2)[CH2:5][CH2:4][CH2:3][CH2:2]1. The yield is 0.520.